Task: Binary Classification. Given a drug SMILES string, predict its activity (active/inactive) in a high-throughput screening assay against a specified biological target.. Dataset: HIV replication inhibition screening data with 41,000+ compounds from the AIDS Antiviral Screen The compound is Cc1c2ccccc2c(CSCCC(N)C(=O)O)c2ccccc12. The result is 0 (inactive).